Dataset: Full USPTO retrosynthesis dataset with 1.9M reactions from patents (1976-2016). Task: Predict the reactants needed to synthesize the given product. (1) Given the product [CH3:19][O:20][C:21]1[CH:30]=[C:29]2[C:24]([CH:25]=[CH:26][C:27]([C:2]3[C:10]4[C:5](=[CH:6][CH:7]=[C:8]([C:11]#[N:12])[CH:9]=4)[N:4]([CH:13]4[CH2:18][CH2:17][CH2:16][CH2:15][O:14]4)[N:3]=3)=[CH:28]2)=[CH:23][CH:22]=1, predict the reactants needed to synthesize it. The reactants are: Br[C:2]1[C:10]2[C:5](=[CH:6][CH:7]=[C:8]([C:11]#[N:12])[CH:9]=2)[N:4]([CH:13]2[CH2:18][CH2:17][CH2:16][CH2:15][O:14]2)[N:3]=1.[CH3:19][O:20][C:21]1[CH:30]=[C:29]2[C:24]([CH:25]=[CH:26][C:27](B(O)O)=[CH:28]2)=[CH:23][CH:22]=1.P([O-])([O-])([O-])=O.[K+].[K+].[K+]. (2) Given the product [Br:9][C:10]1[C:11]([Br:16])=[C:12]([Si:18]([CH3:21])([CH3:20])[CH3:19])[CH:13]=[CH:14][C:15]=1[Si:18]([CH3:21])([CH3:20])[CH3:19], predict the reactants needed to synthesize it. The reactants are: [Li+].CC([N-]C(C)C)C.[Br:9][C:10]1[CH:15]=[CH:14][CH:13]=[CH:12][C:11]=1[Br:16].Cl[Si:18]([CH3:21])([CH3:20])[CH3:19].Cl. (3) Given the product [CH2:1]([O:3][C:4]([C:6]1[C:11]([NH:19][CH3:18])=[CH:10][C:9](=[O:13])[N:8]([CH2:14][CH2:15][CH3:16])[C:7]=1[CH3:17])=[O:5])[CH3:2], predict the reactants needed to synthesize it. The reactants are: [CH2:1]([O:3][C:4]([C:6]1[C:11](Cl)=[CH:10][C:9](=[O:13])[N:8]([CH2:14][CH2:15][CH3:16])[C:7]=1[CH3:17])=[O:5])[CH3:2].[CH3:18][NH2:19]. (4) The reactants are: C(OC([NH:8][C:9]([CH3:27])([CH3:26])[CH2:10][CH2:11][N:12]1[C:16]2[CH:17]=[C:18]([C:21]([O:23][CH2:24][CH3:25])=[O:22])[CH:19]=[CH:20][C:15]=2[N:14]=[CH:13]1)=O)(C)(C)C.FC(F)(F)C(O)=O. Given the product [NH2:8][C:9]([CH3:26])([CH3:27])[CH2:10][CH2:11][N:12]1[C:16]2[CH:17]=[C:18]([C:21]([O:23][CH2:24][CH3:25])=[O:22])[CH:19]=[CH:20][C:15]=2[N:14]=[CH:13]1, predict the reactants needed to synthesize it. (5) The reactants are: [Br:1][C:2]1[CH:18]=[CH:17][C:5]2[C:6]3[S:7][C:8]([C:14]([OH:16])=O)=[CH:9][C:10]=3[CH2:11][CH2:12][O:13][C:4]=2[CH:3]=1.[CH3:19][O:20][C:21](=[O:30])[C:22]1[CH:27]=[CH:26][C:25]([Cl:28])=[C:24]([NH2:29])[CH:23]=1.N1C=CC=CC=1. Given the product [Br:1][C:2]1[CH:18]=[CH:17][C:5]2[C:6]3[S:7][C:8]([C:14]([NH:29][C:24]4[CH:23]=[C:22]([CH:27]=[CH:26][C:25]=4[Cl:28])[C:21]([O:20][CH3:19])=[O:30])=[O:16])=[CH:9][C:10]=3[CH2:11][CH2:12][O:13][C:4]=2[CH:3]=1, predict the reactants needed to synthesize it. (6) Given the product [ClH:2].[Cl:2][C:3]1[CH:4]=[C:5]([CH:42]=[CH:43][C:44]=1[Cl:45])[CH2:6][C@H:7]1[CH2:11][NH:10][C@H:9]([CH2:19][CH2:20][NH:21][C:22](=[O:41])[CH2:23][S:24][C:25]2[N:26]=[CH:27][C:28]([C:31]3[CH:36]=[CH:35][C:34]([O:37][CH3:38])=[C:33]([O:39][CH3:40])[CH:32]=3)=[CH:29][N:30]=2)[CH2:8]1, predict the reactants needed to synthesize it. The reactants are: Cl.[Cl:2][C:3]1[CH:4]=[C:5]([CH:42]=[CH:43][C:44]=1[Cl:45])[CH2:6][C@H:7]1[CH2:11][N:10](C(OC(C)(C)C)=O)[C@H:9]([CH2:19][CH2:20][NH:21][C:22](=[O:41])[CH2:23][S:24][C:25]2[N:30]=[CH:29][C:28]([C:31]3[CH:36]=[CH:35][C:34]([O:37][CH3:38])=[C:33]([O:39][CH3:40])[CH:32]=3)=[CH:27][N:26]=2)[CH2:8]1.FC(F)(F)C(O)=O. (7) Given the product [F:11][C:10]1[C:3]2[CH:2]=[C:6]([C:20](=[O:23])[CH2:21][CH3:22])[S:5][C:4]=2[CH:7]=[CH:8][CH:9]=1, predict the reactants needed to synthesize it. The reactants are: Br[C:2]1[C:3]2[C:10]([F:11])=[CH:9][CH:8]=[CH:7][C:4]=2[S:5][CH:6]=1.C([Li])CCC.CON(C)[C:20](=[O:23])[CH2:21][CH3:22]. (8) Given the product [C:28]([C:27]1[C:26]2[C:21](=[CH:22][C:23]([O:30][CH3:31])=[CH:24][CH:25]=2)[N:20]([CH2:32][CH3:33])[C:19]=1[C:15]1[CH:14]=[C:13]([NH:12][C:10]([NH2:9])=[S:11])[CH:18]=[CH:17][CH:16]=1)#[N:29], predict the reactants needed to synthesize it. The reactants are: C([NH:9][C:10]([NH:12][C:13]1[CH:18]=[CH:17][CH:16]=[C:15]([C:19]2[N:20]([CH2:32][CH3:33])[C:21]3[C:26]([C:27]=2[C:28]#[N:29])=[CH:25][CH:24]=[C:23]([O:30][CH3:31])[CH:22]=3)[CH:14]=1)=[S:11])(=O)C1C=CC=CC=1.[OH-].[Na+]. (9) Given the product [NH2:1][C:2]1[CH:10]=[CH:9][C:5]([C:6]([O:8][CH3:11])=[O:7])=[CH:4][N:3]=1, predict the reactants needed to synthesize it. The reactants are: [NH2:1][C:2]1[CH:10]=[CH:9][C:5]([C:6]([OH:8])=[O:7])=[CH:4][N:3]=1.[CH3:11][Si](C=[N+]=[N-])(C)C.